From a dataset of Reaction yield outcomes from USPTO patents with 853,638 reactions. Predict the reaction yield, written as a fraction of the theoretical maximum amount of product (1.0 means a 100% yield; for example, 0.34 means a 34% yield). (1) The product is [C:1]([O:4][CH2:5][C:6]1[CH:7]=[C:8]([C:15]2[S:19][C:18]([C@@:20]3([OH:32])[CH2:25][CH2:24][C@H:23]([C:26]([O:28][CH3:29])=[O:27])[C:22]([CH3:31])([CH3:30])[CH2:21]3)=[N:17][CH:16]=2)[CH:9]=[C:10]([NH2:12])[CH:11]=1)(=[O:3])[CH3:2]. The reactants are [C:1]([O:4][CH2:5][C:6]1[CH:7]=[C:8]([C:15]2[S:19][C:18]([C@@:20]3([OH:32])[CH2:25][CH2:24][C@H:23]([C:26]([O:28][CH3:29])=[O:27])[C:22]([CH3:31])([CH3:30])[CH2:21]3)=[N:17][CH:16]=2)[CH:9]=[C:10]([N+:12]([O-])=O)[CH:11]=1)(=[O:3])[CH3:2].O.[Cl-].[NH4+]. The catalyst is C(O)C.C(OCC)(=O)C.[Fe]. The yield is 1.00. (2) The reactants are [C:1]([O:5][C:6](=[O:30])[C:7]([O:10][C:11]1[CH:16]=[CH:15][C:14]([Cl:17])=[CH:13][C:12]=1/[CH:18]=[C:19]1\[C:20](=[O:29])[NH:21][C:22]2[C:27]\1=[CH:26][CH:25]=[C:24]([Cl:28])[CH:23]=2)([CH3:9])[CH3:8])([CH3:4])([CH3:3])[CH3:2].[C:31]([O:35][C:36](O[C:36]([O:35][C:31]([CH3:34])([CH3:33])[CH3:32])=[O:37])=[O:37])([CH3:34])([CH3:33])[CH3:32]. The catalyst is CN(C)C1C=CN=CC=1.ClCCl. The product is [C:31]([O:35][C:36]([N:21]1[C:22]2[C:27](=[CH:26][CH:25]=[C:24]([Cl:28])[CH:23]=2)/[C:19](=[CH:18]/[C:12]2[CH:13]=[C:14]([Cl:17])[CH:15]=[CH:16][C:11]=2[O:10][C:7]([C:6]([O:5][C:1]([CH3:2])([CH3:3])[CH3:4])=[O:30])([CH3:9])[CH3:8])/[C:20]1=[O:29])=[O:37])([CH3:34])([CH3:33])[CH3:32]. The yield is 0.870. (3) The catalyst is C(O)=O. The product is [O:17]([C:14]1[CH:13]=[CH:12][C:11]([C:10]2[C:3]3[C:4](=[N:5][CH:6]=[N:7][C:2]=3[NH2:1])[N:8]([CH:24]3[CH2:39][CH2:38][C:27]4([CH2:30][NH:29][CH2:28]4)[CH2:26][CH2:25]3)[N:9]=2)=[CH:16][CH:15]=1)[C:18]1[CH:19]=[CH:20][CH:21]=[CH:22][CH:23]=1. The yield is 0.590. The reactants are [NH2:1][C:2]1[N:7]=[CH:6][N:5]=[C:4]2[N:8]([CH:24]3[CH2:39][CH2:38][C:27]4([CH2:30][N:29](C(OC(C)(C)C)=O)[CH2:28]4)[CH2:26][CH2:25]3)[N:9]=[C:10]([C:11]3[CH:16]=[CH:15][C:14]([O:17][C:18]4[CH:23]=[CH:22][CH:21]=[CH:20][CH:19]=4)=[CH:13][CH:12]=3)[C:3]=12. (4) The reactants are [CH3:1][N:2]1[CH:6]=[N:5][N:4]=[C:3]1[SH:7].Br[CH2:9][CH2:10][CH2:11][OH:12].C(=O)([O-])[O-].[K+].[K+]. The catalyst is CN(C=O)C. The product is [CH3:1][N:2]1[CH:6]=[N:5][N:4]=[C:3]1[S:7][CH2:9][CH2:10][CH2:11][OH:12]. The yield is 0.300. (5) The reactants are [Cl:1][C:2]1[CH:3]=[C:4]([N:10]2[C@@H:18]([CH:19]3[CH2:23][CH2:22][CH2:21][CH2:20]3)[C@@H:17]3[C:12]([C:13]4[CH:27]=[CH:26][C:25]([C:28]([OH:30])=O)=[CH:24][C:14]=4[CH2:15][CH2:16]3)=[N:11]2)[CH:5]=[CH:6][C:7]=1[C:8]#[N:9].ON1C2C=CC=CC=2N=N1.C(N(CC)CC)C.F[B-](F)(F)F.N1(OC(N(C)C)=[N+](C)C)C2C=CC=CC=2N=N1.[CH3:70][S:71]([CH2:74][CH2:75][NH2:76])(=[O:73])=[O:72]. The catalyst is CN(C)C=O.C(#N)C.O. The product is [Cl:1][C:2]1[CH:3]=[C:4]([N:10]2[C@@H:18]([CH:19]3[CH2:23][CH2:22][CH2:21][CH2:20]3)[C@@H:17]3[C:12]([C:13]4[CH:27]=[CH:26][C:25]([C:28]([NH:76][CH2:75][CH2:74][S:71]([CH3:70])(=[O:73])=[O:72])=[O:30])=[CH:24][C:14]=4[CH2:15][CH2:16]3)=[N:11]2)[CH:5]=[CH:6][C:7]=1[C:8]#[N:9]. The yield is 0.520. (6) The reactants are [CH2:1]([CH:4]([CH2:11][CH2:12][CH3:13])[CH2:5][CH2:6][CH2:7][CH2:8][CH2:9]O)[CH2:2][CH3:3].[BrH:14].S(=O)(=O)(O)O. The catalyst is O. The product is [Br:14][CH2:9][CH2:8][CH2:7][CH2:6][CH2:5][CH:4]([CH2:11][CH2:12][CH3:13])[CH2:1][CH2:2][CH3:3]. The yield is 0.890. (7) The reactants are [CH3:1][NH2:2].[N+:3]([C:6]1[CH:7]=[C:8]([CH2:12][S:13](Cl)(=[O:15])=[O:14])[CH:9]=[CH:10][CH:11]=1)([O-:5])=[O:4]. The catalyst is C1C=CC=CC=1. The product is [N+:3]([C:6]1[CH:7]=[C:8]([CH2:12][S:13]([NH:2][CH3:1])(=[O:15])=[O:14])[CH:9]=[CH:10][CH:11]=1)([O-:5])=[O:4]. The yield is 0.900. (8) The reactants are O[B:2]1[CH2:7][CH2:6][CH2:5][CH:4]([CH2:8][C:9]([O:11][C:12]([CH3:15])([CH3:14])[CH3:13])=[O:10])[O:3]1.C[C@@:17]1([OH:27])[C@H:22]([OH:23])[CH2:21][C@@H:20]2[CH2:24][C@H:18]1[C:19]2([CH3:26])[CH3:25].[CH2:28]1COCC1. No catalyst specified. The product is [OH:3][CH:4]([CH2:5][CH2:6][CH2:7][B:2]1[O:23][C@:22]2([CH3:28])[C@@H:17]([C@@H:18]3[CH2:24][C@H:20]([CH2:21]2)[C:19]3([CH3:25])[CH3:26])[O:27]1)[CH2:8][C:9]([O:11][C:12]([CH3:15])([CH3:14])[CH3:13])=[O:10]. The yield is 0.719. (9) The reactants are [N:1]12[CH2:8][CH2:7][C:4]([C:9]([C:17]3[CH:22]=[CH:21][CH:20]=[CH:19][CH:18]=3)([C:11]3[CH:16]=[CH:15][CH:14]=[CH:13][CH:12]=3)[OH:10])([CH2:5][CH2:6]1)[CH2:3][CH2:2]2.[Br:23][CH2:24][CH2:25][CH2:26][O:27][C:28]1[CH:35]=[CH:34][C:31]([C:32]#[N:33])=[CH:30][CH:29]=1. The catalyst is CC#N. The product is [Br-:23].[C:32]([C:31]1[CH:34]=[CH:35][C:28]([O:27][CH2:26][CH2:25][CH2:24][N+:1]23[CH2:6][CH2:5][C:4]([C:9]([OH:10])([C:17]4[CH:22]=[CH:21][CH:20]=[CH:19][CH:18]=4)[C:11]4[CH:12]=[CH:13][CH:14]=[CH:15][CH:16]=4)([CH2:3][CH2:2]2)[CH2:7][CH2:8]3)=[CH:29][CH:30]=1)#[N:33]. The yield is 0.768.